Dataset: Forward reaction prediction with 1.9M reactions from USPTO patents (1976-2016). Task: Predict the product of the given reaction. Given the reactants [Cl:1][C:2]1[CH:7]=[CH:6][C:5]([C:8]2[CH:13]=[C:12]([Cl:14])[CH:11]=[CH:10][C:9]=2[CH2:15]Br)=[CH:4][N:3]=1.ClC1C=CC([Mg]Br)=CC=1.ClC1C=CC(C=[O:34])=CN=1, predict the reaction product. The product is: [Cl:1][C:2]1[CH:7]=[CH:6][C:5]([C:8]2[CH:13]=[C:12]([Cl:14])[CH:11]=[CH:10][C:9]=2[CH2:15][OH:34])=[CH:4][N:3]=1.